The task is: Predict the reactants needed to synthesize the given product.. This data is from Full USPTO retrosynthesis dataset with 1.9M reactions from patents (1976-2016). (1) The reactants are: Cl[C:2]1[N:7]=[C:6]([S:8][CH2:9][CH3:10])[C:5]([C:11]([NH:13][CH2:14][C:15]2[CH:20]=[CH:19][CH:18]=[C:17]([F:21])[CH:16]=2)=[O:12])=[C:4]([CH3:22])[CH:3]=1.[NH:23]1[CH2:28][CH2:27][O:26][CH2:25][CH2:24]1. Given the product [CH2:9]([S:8][C:6]1[C:5]([C:11]([NH:13][CH2:14][C:15]2[CH:20]=[CH:19][CH:18]=[C:17]([F:21])[CH:16]=2)=[O:12])=[C:4]([CH3:22])[CH:3]=[C:2]([N:23]2[CH2:28][CH2:27][O:26][CH2:25][CH2:24]2)[N:7]=1)[CH3:10], predict the reactants needed to synthesize it. (2) Given the product [CH3:3][O:4][C:5]1[CH:6]=[CH:7][C:8]([N:11]2[CH2:12][CH2:13][N:14]([C:17]3[C:18]([CH3:31])=[C:19]([CH3:30])[C:20]4[O:24][C:23]([CH3:26])([CH3:25])[CH:22]([OH:27])[C:21]=4[C:28]=3[CH3:29])[CH2:15][CH2:16]2)=[CH:9][CH:10]=1, predict the reactants needed to synthesize it. The reactants are: [BH4-].[Na+].[CH3:3][O:4][C:5]1[CH:10]=[CH:9][C:8]([N:11]2[CH2:16][CH2:15][N:14]([C:17]3[C:18]([CH3:31])=[C:19]([CH3:30])[C:20]4[O:24][C:23]([CH3:26])([CH3:25])[C:22](=[O:27])[C:21]=4[C:28]=3[CH3:29])[CH2:13][CH2:12]2)=[CH:7][CH:6]=1.CO. (3) Given the product [CH3:12][C:4]1[CH:3]=[C:2]([CH3:13])[C:11]2[CH2:10][CH2:9][CH2:8][C:22](=[O:25])[C:6]=2[N:5]=1, predict the reactants needed to synthesize it. The reactants are: Cl[C:2]1[C:11]2[CH2:10][CH2:9][CH2:8]C[C:6]=2[N:5]=[C:4]([CH3:12])[CH:3]=1.[CH3:13]B1OB(C)OB(C)O1.[C:22](=[O:25])([O-])[O-].[K+].[K+]. (4) Given the product [C:1](=[N:14][C:15]1[CH:16]=[CH:17][C:18]([F:31])=[C:19]([C:21]2([CH:28]3[CH2:30][CH2:29]3)[NH:26][C:25](=[S:41])[CH2:24][O:23][CH2:22]2)[CH:20]=1)([C:8]1[CH:13]=[CH:12][CH:11]=[CH:10][CH:9]=1)[C:2]1[CH:7]=[CH:6][CH:5]=[CH:4][CH:3]=1, predict the reactants needed to synthesize it. The reactants are: [C:1](=[N:14][C:15]1[CH:16]=[CH:17][C:18]([F:31])=[C:19]([C:21]2([CH:28]3[CH2:30][CH2:29]3)[NH:26][C:25](=O)[CH2:24][O:23][CH2:22]2)[CH:20]=1)([C:8]1[CH:13]=[CH:12][CH:11]=[CH:10][CH:9]=1)[C:2]1[CH:7]=[CH:6][CH:5]=[CH:4][CH:3]=1.COC1C=CC(P2(SP(C3C=CC(OC)=CC=3)(=S)S2)=[S:41])=CC=1. (5) Given the product [CH3:33][S:32][CH2:31][C:26]1[CH:27]=[CH:28][CH:29]=[C:30]2[C:25]=1[NH:24][CH:23]=[C:22]2[CH:11]([C:12]1[CH:13]=[CH:14][C:15]([C:18]([F:20])([F:21])[F:19])=[CH:16][CH:17]=1)[CH2:10][CH2:9][C:1]#[N:2], predict the reactants needed to synthesize it. The reactants are: [C-:1]#[N:2].[K+].CS(O[CH2:9][CH2:10][CH:11]([C:22]1[C:30]2[C:25](=[C:26]([CH2:31][S:32][CH3:33])[CH:27]=[CH:28][CH:29]=2)[NH:24][CH:23]=1)[C:12]1[CH:17]=[CH:16][C:15]([C:18]([F:21])([F:20])[F:19])=[CH:14][CH:13]=1)(=O)=O. (6) Given the product [F:27][C@@H:15]1[CH2:16][CH2:17][C@:8]2([C:3]3[CH:4]=[CH:5][CH:6]=[CH:7][C:2]=3[F:1])[N:9]=[C:10]([NH:19][C:20](=[O:26])[O:21][C:22]([CH3:25])([CH3:24])[CH3:23])[S:11][CH2:12][C@@H:13]2[CH2:14]1, predict the reactants needed to synthesize it. The reactants are: [F:1][C:2]1[CH:7]=[CH:6][CH:5]=[CH:4][C:3]=1[C@:8]12[CH2:17][CH2:16][C@H:15](O)[CH2:14][C@H:13]1[CH2:12][S:11][C:10]([NH:19][C:20](=[O:26])[O:21][C:22]([CH3:25])([CH3:24])[CH3:23])=[N:9]2.[F:27]C(F)(S(F)(=O)=O)C(F)(F)C(F)(F)C(F)(F)F.C(N(CC)CC)C. (7) Given the product [C:42]([C:2]1[CH:3]=[C:4]([CH2:14][O:15][C:16]2[CH:21]=[CH:20][C:19]([CH2:22][CH2:23][C:24]([O:26][CH2:27][CH3:28])=[O:25])=[C:18]([CH3:29])[C:17]=2[CH3:30])[C:5]2[O:9][C:8]([CH2:10][CH2:11][CH3:12])=[CH:7][C:6]=2[CH:13]=1)(=[O:44])[CH3:43], predict the reactants needed to synthesize it. The reactants are: I[C:2]1[CH:3]=[C:4]([CH2:14][O:15][C:16]2[CH:21]=[CH:20][C:19]([CH2:22][CH2:23][C:24]([O:26][CH2:27][CH3:28])=[O:25])=[C:18]([CH3:29])[C:17]=2[CH3:30])[C:5]2[O:9][C:8]([CH2:10][CH2:11][CH3:12])=[CH:7][C:6]=2[CH:13]=1.[Li+].[Cl-].CCN(C(C)C)C(C)C.[C:42](OC(=O)C)(=[O:44])[CH3:43].